Dataset: Full USPTO retrosynthesis dataset with 1.9M reactions from patents (1976-2016). Task: Predict the reactants needed to synthesize the given product. (1) The reactants are: Cl.[NH2:2][C@@:3]([C:7]1[CH:12]=[CH:11][CH:10]=[C:9]([C:13]([F:16])([F:15])[F:14])[CH:8]=1)([CH3:6])[CH2:4][OH:5].[C:17](O[C:17]([O:19][C:20]([CH3:23])([CH3:22])[CH3:21])=[O:18])([O:19][C:20]([CH3:23])([CH3:22])[CH3:21])=[O:18]. Given the product [OH:5][CH2:4][C@:3]([NH:2][C:17](=[O:18])[O:19][C:20]([CH3:23])([CH3:22])[CH3:21])([C:7]1[CH:12]=[CH:11][CH:10]=[C:9]([C:13]([F:14])([F:15])[F:16])[CH:8]=1)[CH3:6], predict the reactants needed to synthesize it. (2) Given the product [Br:10][C:7]1[CH:8]=[CH:9][C:4]([O:3][C:2]([F:1])([F:12])[F:13])=[C:5]([NH:11][C:14](=[O:16])[CH3:15])[CH:6]=1, predict the reactants needed to synthesize it. The reactants are: [F:1][C:2]([F:13])([F:12])[O:3][C:4]1[CH:9]=[CH:8][C:7]([Br:10])=[CH:6][C:5]=1[NH2:11].[C:14](OC(=O)C)(=[O:16])[CH3:15]. (3) Given the product [CH2:1]([O:8][C:9]([NH:11][C@@H:12]1[CH2:16][CH2:15][N:14]([NH2:17])[C:13]1=[O:25])=[O:10])[C:2]1[CH:7]=[CH:6][CH:5]=[CH:4][CH:3]=1, predict the reactants needed to synthesize it. The reactants are: [CH2:1]([O:8][C:9]([NH:11][C@@H:12]1[CH2:16][CH2:15][N:14]([NH:17]C(OC(C)(C)C)=O)[C:13]1=[O:25])=[O:10])[C:2]1[CH:7]=[CH:6][CH:5]=[CH:4][CH:3]=1.C(O)(C(F)(F)F)=O.O.